This data is from Catalyst prediction with 721,799 reactions and 888 catalyst types from USPTO. The task is: Predict which catalyst facilitates the given reaction. (1) Reactant: [Br:1][C:2]1[CH:3]=[CH:4][C:5]([CH2:9][CH3:10])=[C:6]([CH:8]=1)N.S(=O)(=O)(O)O.N([O-])=O.[Na+].[I-:20].[K+]. Product: [Br:1][C:2]1[CH:3]=[CH:4][C:5]([CH2:9][CH3:10])=[C:6]([I:20])[CH:8]=1. The catalyst class is: 6. (2) Reactant: [N:1]1([C:6]2[CH:11]=[CH:10][C:9](/[CH:12]=[CH:13]/[C:14]([C:16]3[CH:21]=[C:20]([Cl:22])[CH:19]=[C:18]([Cl:23])[CH:17]=3)=[O:15])=[CH:8][CH:7]=2)[CH:5]=[N:4][CH:3]=[N:2]1.[F:24][C:25]([Si](C)(C)C)([F:27])[F:26].[F-].C([N+](CCCC)(CCCC)CCCC)CCC.Cl. Product: [N:1]1([C:6]2[CH:11]=[CH:10][C:9](/[CH:12]=[CH:13]/[C:14]([C:16]3[CH:17]=[C:18]([Cl:23])[CH:19]=[C:20]([Cl:22])[CH:21]=3)([OH:15])[C:25]([F:27])([F:26])[F:24])=[CH:8][CH:7]=2)[CH:5]=[N:4][CH:3]=[N:2]1. The catalyst class is: 1. (3) The catalyst class is: 5. Reactant: [CH3:1][N:2]1[C:6]([O:7][CH:8]2[CH2:11][O:10][CH2:9]2)=[C:5]([CH:12]=[O:13])[C:4]([C:14]([F:17])([F:16])[F:15])=[N:3]1.[BH4-].[Na+]. Product: [CH3:1][N:2]1[C:6]([O:7][CH:8]2[CH2:11][O:10][CH2:9]2)=[C:5]([CH2:12][OH:13])[C:4]([C:14]([F:17])([F:15])[F:16])=[N:3]1. (4) Reactant: [CH2:1]([O:3][C:4]([C:6]1[C:7]([OH:25])=[C:8]2[C:16](Br)=[C:15](Br)[N:14]([C:19]3[CH:24]=[CH:23][CH:22]=[CH:21][CH:20]=3)[C:9]2=[C:10]([C:12]#[N:13])[N:11]=1)=[O:5])[CH3:2].C([O-])=O.[NH4+]. Product: [CH2:1]([O:3][C:4]([C:6]1[C:7]([OH:25])=[C:8]2[CH:16]=[CH:15][N:14]([C:19]3[CH:20]=[CH:21][CH:22]=[CH:23][CH:24]=3)[C:9]2=[C:10]([C:12]#[N:13])[N:11]=1)=[O:5])[CH3:2]. The catalyst class is: 45. (5) Reactant: [CH3:1][C:2]([O:4][CH2:5][N:6]1[C:19]2[C:14](=[CH:15][CH:16]=[CH:17][CH:18]=2)[C:8]2([CH2:13][CH2:12][NH:11][CH2:10][CH2:9]2)[C:7]1=[O:20])=[O:3].[Cl:21][C:22]1[CH:29]=[CH:28][C:25]([CH:26]=O)=[CH:24][CH:23]=1.C(O)(=O)C.C(O[BH-](OC(=O)C)OC(=O)C)(=O)C.[Na+]. Product: [CH3:1][C:2]([O:4][CH2:5][N:6]1[C:19]2[C:14](=[CH:15][C:16]([CH2:26][C:25]3[CH:28]=[CH:29][C:22]([Cl:21])=[CH:23][CH:24]=3)=[CH:17][CH:18]=2)[C:8]2([CH2:9][CH2:10][NH:11][CH2:12][CH2:13]2)[C:7]1=[O:20])=[O:3]. The catalyst class is: 26. (6) Reactant: [CH:1]1([C:6](Cl)=[O:7])[CH2:5][CH2:4][CH2:3][CH2:2]1.Cl.[F:10][C:11]1[CH:28]=[CH:27][C:14]([CH2:15][C:16]2[C:25]3[C:20](=[CH:21][CH:22]=[CH:23][CH:24]=3)[C:19](=[O:26])[NH:18][N:17]=2)=[CH:13][C:12]=1[P:29]1(=[O:35])[CH2:34][CH2:33][NH:32][CH2:31][CH2:30]1.CCN(C(C)C)C(C)C.CO.C(Cl)Cl. Product: [CH:1]1([C:6]([N:32]2[CH2:33][CH2:34][P:29]([C:12]3[CH:13]=[C:14]([CH:27]=[CH:28][C:11]=3[F:10])[CH2:15][C:16]3[C:25]4[C:20](=[CH:21][CH:22]=[CH:23][CH:24]=4)[C:19](=[O:26])[NH:18][N:17]=3)(=[O:35])[CH2:30][CH2:31]2)=[O:7])[CH2:5][CH2:4][CH2:3][CH2:2]1. The catalyst class is: 2. (7) Reactant: [C:1]([O:4][C@H:5]1[C@H:10]([O:11][C:12](=[O:14])[CH3:13])[CH2:9][C@H:8]([C:15]2[CH:20]=[CH:19][N:18]=[CH:17][C:16]=2[N+:21]([O-])=O)[O:7][C@@H:6]1[CH:24]1[CH2:26][CH2:25]1)(=[O:3])[CH3:2]. Product: [C:1]([O:4][C@@H:5]1[C@@H:10]([O:11][C:12](=[O:14])[CH3:13])[CH2:9][C@@H:8]([C:15]2[CH:20]=[CH:19][N:18]=[CH:17][C:16]=2[NH2:21])[O:7][C@H:6]1[CH:24]1[CH2:26][CH2:25]1)(=[O:3])[CH3:2]. The catalyst class is: 409.